Dataset: Forward reaction prediction with 1.9M reactions from USPTO patents (1976-2016). Task: Predict the product of the given reaction. (1) Given the reactants [CH3:1][O:2][C:3]1[CH:21]=[CH:20][C:6]([C:7]([C:9]2[C:18](=[O:19])[C:17]3[C:12](=[CH:13][CH:14]=[CH:15][CH:16]=3)[NH:11][CH:10]=2)=[O:8])=[CH:5][C:4]=1[CH3:22].Br[CH2:24][C:25]1[N:30]=[C:29]([C:31]#[N:32])[CH:28]=[CH:27][CH:26]=1, predict the reaction product. The product is: [CH3:1][O:2][C:3]1[CH:21]=[CH:20][C:6]([C:7]([C:9]2[C:18](=[O:19])[C:17]3[C:12](=[CH:13][CH:14]=[CH:15][CH:16]=3)[N:11]([CH2:24][C:25]3[N:30]=[C:29]([C:31]#[N:32])[CH:28]=[CH:27][CH:26]=3)[CH:10]=2)=[O:8])=[CH:5][C:4]=1[CH3:22]. (2) Given the reactants C1C=CC(P([C:14]2[CH:19]=[CH:18]C=CC=2)C2C=CC=CC=2)=CC=1.II.[CH2:22]([O:29][N:30]1[C:36](=[O:37])[N:35]2[CH2:38][C@H:31]1[CH2:32][CH2:33][C@H:34]2[C:39]([NH:41][NH:42][C:43]([C@H:45]1[CH2:49][CH2:48][C@@H:47]([NH:50][C:51](=[O:57])[O:52]CCCC)[CH2:46]1)=[O:44])=O)[C:23]1[CH:28]=[CH:27][CH:26]=[CH:25][CH:24]=1.[CH2:58](Cl)Cl, predict the reaction product. The product is: [CH2:22]([O:29][N:30]1[C:36](=[O:37])[N:35]2[CH2:38][C@H:31]1[CH2:32][CH2:33][C@H:34]2[C:39]1[O:44][C:43]([C@H:45]2[CH2:49][CH2:48][C@@H:47]([NH:50][C:51](=[O:57])[O:52][C:19]([CH3:18])([CH3:14])[CH3:58])[CH2:46]2)=[N:42][N:41]=1)[C:23]1[CH:28]=[CH:27][CH:26]=[CH:25][CH:24]=1. (3) The product is: [CH3:21][C:2]1[CH:3]=[C:4]([CH:7]=[CH:8][C:9]=1[O:10][CH2:11][CH2:12][CH2:13][CH2:14][CH2:15][CH2:16][CH2:17][CH3:18])[CH:5]=[O:6]. Given the reactants Br[C:2]1[CH:3]=[C:4]([CH:7]=[C:8](Br)[C:9]=1[O:10][CH2:11][CH2:12][CH2:13][CH2:14][CH2:15][CH2:16][CH2:17][CH3:18])[CH:5]=[O:6].O[C:21]1C=C(C=CC=1)C=O, predict the reaction product. (4) Given the reactants [F:1][C:2]1[CH:3]=[C:4]2[N:10]=[CH:9][N:8]([CH2:11][C:12]3[CH:28]=[CH:27][C:15]4[N:16]=[C:17]([NH:19][C@@H:20]5[CH2:25][CH2:24][CH2:23][CH2:22][C@@H:21]5O)[S:18][C:14]=4[CH:13]=3)[C:5]2=[N:6][CH:7]=1.CCN(C(C)C)C(C)C.S(Cl)([Cl:41])(=O)=O, predict the reaction product. The product is: [Cl:41][C@@H:21]1[CH2:22][CH2:23][CH2:24][CH2:25][C@H:20]1[NH:19][C:17]1[S:18][C:14]2[CH:13]=[C:12]([CH2:11][N:8]3[C:5]4=[N:6][CH:7]=[C:2]([F:1])[CH:3]=[C:4]4[N:10]=[CH:9]3)[CH:28]=[CH:27][C:15]=2[N:16]=1. (5) Given the reactants C([Li])(C)(C)C.[Cl:6][C:7]1[CH:12]=[CH:11][C:10]([O:13][CH2:14][O:15][CH3:16])=[CH:9][N:8]=1.CN(C)[CH:19]=[O:20].[NH4+].[Cl-], predict the reaction product. The product is: [Cl:6][C:7]1[CH:12]=[C:11]([C:10]([O:13][CH2:14][O:15][CH3:16])=[CH:9][N:8]=1)[CH:19]=[O:20]. (6) Given the reactants C1(OC)C=CC=CC=1.C(OC([N:16]1[CH2:21][CH2:20][CH:19]([CH2:22][O:23][CH2:24][CH:25]([NH:33][C:34]([C:36]2[CH:44]=[C:43]3[C:39]([CH:40]=[CH:41][NH:42]3)=[CH:38][CH:37]=2)=[O:35])[C:26]2[CH:31]=[CH:30][C:29]([F:32])=[CH:28][CH:27]=2)[CH2:18][CH2:17]1)=O)(C)(C)C, predict the reaction product. The product is: [F:32][C:29]1[CH:30]=[CH:31][C:26]([CH:25]([NH:33][C:34]([C:36]2[CH:44]=[C:43]3[C:39]([CH:40]=[CH:41][NH:42]3)=[CH:38][CH:37]=2)=[O:35])[CH2:24][O:23][CH2:22][CH:19]2[CH2:18][CH2:17][NH:16][CH2:21][CH2:20]2)=[CH:27][CH:28]=1. (7) Given the reactants [F:1][C:2]1[C:19]([N:20]2[CH2:25][CH2:24][N:23]([C:26]3[CH:27]=[N:28][C:29]([N:32]4[CH2:35][CH:34]([O:36][CH3:37])[CH2:33]4)=[N:30][CH:31]=3)[CH2:22][CH2:21]2)=[CH:18][CH:17]=[CH:16][C:3]=1[CH2:4][N:5]1C(=O)C2C(=CC=CC=2)C1=O.O.NN, predict the reaction product. The product is: [F:1][C:2]1[C:19]([N:20]2[CH2:25][CH2:24][N:23]([C:26]3[CH:27]=[N:28][C:29]([N:32]4[CH2:33][CH:34]([O:36][CH3:37])[CH2:35]4)=[N:30][CH:31]=3)[CH2:22][CH2:21]2)=[CH:18][CH:17]=[CH:16][C:3]=1[CH2:4][NH2:5].